Dataset: Drug-target binding data from BindingDB using IC50 measurements. Task: Regression. Given a target protein amino acid sequence and a drug SMILES string, predict the binding affinity score between them. We predict pIC50 (pIC50 = -log10(IC50 in M); higher means more potent). Dataset: bindingdb_ic50. (1) The small molecule is Cl.NC[C@@H]1OB(O)c2c3c(cc(Br)c21)OCCO3. The target protein (P9WFV1) has sequence MTESPTAGPGGVPRADDADSDVPRYRYTAELAARLERTWQENWARLGTFNVPNPVGSLAPPDGAAVPDDKLFVQDMFPYPSGEGLHVGHPLGYIATDVYARYFRMVGRNVLHALGFDAFGLPAEQYAVQTGTHPRTRTEANVVNFRRQLGRLGFGHDSRRSFSTTDVDFYRWTQWIFLQIYNAWFDTTANKARPISELVAEFESGARCLDGGRDWAKLTAGERADVIDEYRLVYRADSLVNWCPGLGTVLANEEVTADGRSDRGNFPVFRKRLRQWMMRITAYADRLLDDLDVLDWPEQVKTMQRNWIGRSTGAVALFSARAASDDGFEVDIEVFTTRPDTLFGATYLVLAPEHDLVDELVAASWPAGVNPLWTYGGGTPGEAIAAYRRAIAAKSDLERQESREKTGVFLGSYAINPANGEPVPIFIADYVLAGYGTGAIMAVPGHDQRDWDFARAFGLPIVEVIAGGNISESAYTGDGILVNSDYLNGMSVPAAKRAIV.... The pIC50 is 5.4. (2) The pIC50 is 7.8. The target protein sequence is FTPDYELLTENDMLPNMRIGALGFSGAFEDRDPTQFEERHLKFLQQLGKGNFGSVEMCRYDPLQDNTGEVVAVKKLQHSTEEHLRDFEREIEILKSLQHDNIVKYKGVCYSAGRRNLKLIMEYLPYGSLRDYLQKHKERIDHIKLLQYTSQICKGMEYLGTKRYIHRDLATRNILVENENRVKIGDFGLTKVLPQDKEYYKVKEPGESPIFWYAPESLTESKFSVASDVWSFGVVLYELFTYIEKSKSPPAEFMRMIGNDKQGQMIVFHLIELLKNNGRLPRPDGCPDEIYMIMTECWNNNVNQRPSFRDLALRVDQIRDNMAG. The drug is CNS(=O)(=O)C[C@H]1CC[C@H](N(C)c2ncnc3[nH]ccc23)CC1. (3) The compound is Cc1ccc(NC(=O)c2cccc(C(F)(F)F)c2)cc1-c1cc(N2CCOCC2)c(=O)n(CCS(C)(=O)=O)c1. The target protein sequence is MAALSGGGGGGAEPGQALFNGDMEPEAGAGAGAAASSAADPAIPEEVWNIKQMIKLTQEHIEALLDKFGGEHNPPSIYLEAYEEYTSKLDALQQREQQLLESLGNGTDFSVSSSASMDTVTSSSSSSLSVLPSSLSVFQNPTDVARSNPKSPQKPIVRVFLPNKQRTVVPARCGVTVRDSLKKALMMRGLIPECCAVYRIQDGEKKPIGWDTDISWLTGEELHVEVLENVPLTTHNFVRKTFFTLAFCDFCRKLLFQGFRCQTCGYKFHQRCSTEVPLMCVNYDQLDLLFVSKFFEHHPIPQEEASLAETALTSGSSPSAPASDSIGPQILTSPSPSKSIPIPQPFRPADEDHRNQFGQRDRSSSAPNVHINTIEPVNIDDLIRDQGFRGDGGSTTGLSATPPASLPGSLTNVKALQKSPGPQRERKSSSSSEDRNRMKTLGRRDSSDDWEIPDGQITVGQRIGSGSFGTVYKGKWHGDVAVKMLNVTAPTPQQLQAFKN.... The pIC50 is 8.4.